Dataset: Forward reaction prediction with 1.9M reactions from USPTO patents (1976-2016). Task: Predict the product of the given reaction. Given the reactants [Si:1]([O:18][CH2:19][C:20]1[C:25]([N:26]2[CH2:31][C@H:30]([CH3:32])[O:29][C@H:28]([CH3:33])[CH2:27]2)=[C:24]([F:34])[C:23]([F:35])=[CH:22][CH:21]=1)([C:14]([CH3:17])([CH3:16])[CH3:15])([C:8]1[CH:13]=[CH:12][CH:11]=[CH:10][CH:9]=1)[C:2]1[CH:7]=[CH:6][CH:5]=[CH:4][CH:3]=1.CON(C)[C:39](=[O:46])[C:40]1[CH:45]=[CH:44][N:43]=[CH:42][CH:41]=1, predict the reaction product. The product is: [Si:1]([O:18][CH2:19][C:20]1[C:25]([N:26]2[CH2:31][C@H:30]([CH3:32])[O:29][C@H:28]([CH3:33])[CH2:27]2)=[C:24]([F:34])[C:23]([F:35])=[C:22]([C:39]([C:40]2[CH:45]=[CH:44][N:43]=[CH:42][CH:41]=2)=[O:46])[CH:21]=1)([C:14]([CH3:16])([CH3:17])[CH3:15])([C:2]1[CH:7]=[CH:6][CH:5]=[CH:4][CH:3]=1)[C:8]1[CH:13]=[CH:12][CH:11]=[CH:10][CH:9]=1.